Dataset: Catalyst prediction with 721,799 reactions and 888 catalyst types from USPTO. Task: Predict which catalyst facilitates the given reaction. (1) Reactant: [CH2:1]([O:8][C:9]1[CH:14]=[CH:13][CH:12]=[CH:11][C:10]=1B(O)O)[C:2]1[CH:7]=[CH:6][CH:5]=[CH:4][CH:3]=1.C(=O)([O-])[O-].[Cs+].[Cs+].[CH2:24]1[CH2:28][O:27][CH2:26][CH2:25]1.O.[C:30]([O:33][CH2:34][CH3:35])(=[O:32])C. Product: [CH2:1]([O:8][C:9]1[CH:14]=[CH:13][CH:12]=[CH:11][C:10]=1[C:25]1[CH:24]=[CH:28][O:27][C:26]=1[C:30]([O:33][CH2:34][CH3:35])=[O:32])[C:2]1[CH:7]=[CH:6][CH:5]=[CH:4][CH:3]=1. The catalyst class is: 73. (2) Reactant: [NH2:1][C:2]1[CH:10]=[CH:9][C:8]([Cl:11])=[CH:7][C:3]=1[C:4]([OH:6])=O.[CH3:12][O:13][C:14](=[O:31])[C@@H:15]([NH2:30])[CH2:16][C:17]1[CH:22]=[CH:21][C:20]([C:23]2[CH:28]=[CH:27][CH:26]=[C:25]([OH:29])[CH:24]=2)=[CH:19][CH:18]=1.CN(C(ON1N=NC2C=CC=CC1=2)=[N+](C)C)C.F[P-](F)(F)(F)(F)F.CCN(C(C)C)C(C)C. Product: [CH3:12][O:13][C:14](=[O:31])[C@@H:15]([NH:30][C:4](=[O:6])[C:3]1[CH:7]=[C:8]([Cl:11])[CH:9]=[CH:10][C:2]=1[NH2:1])[CH2:16][C:17]1[CH:18]=[CH:19][C:20]([C:23]2[CH:28]=[CH:27][CH:26]=[C:25]([OH:29])[CH:24]=2)=[CH:21][CH:22]=1. The catalyst class is: 3. (3) The catalyst class is: 298. Product: [C:21]([O:25][C:26](=[O:27])[NH:28][CH2:29][C:30]([NH:20][C@@H:17]1[CH2:18][CH2:19][N:15]([CH:12]2[CH2:13][CH2:14][N:9]([C:6]3[CH:7]=[CH:8][C:3]([O:2][CH3:1])=[CH:4][CH:5]=3)[CH2:10][CH2:11]2)[CH2:16]1)=[O:31])([CH3:24])([CH3:22])[CH3:23]. Reactant: [CH3:1][O:2][C:3]1[CH:8]=[CH:7][C:6]([N:9]2[CH2:14][CH2:13][CH:12]([N:15]3[CH2:19][CH2:18][C@@H:17]([NH2:20])[CH2:16]3)[CH2:11][CH2:10]2)=[CH:5][CH:4]=1.[C:21]([O:25][C:26]([NH:28][CH2:29][C:30](O)=[O:31])=[O:27])([CH3:24])([CH3:23])[CH3:22].C(Cl)CCl.O. (4) Reactant: [Br:1][C:2]1[CH:7]=[C:6]([F:8])[C:5]([Cl:9])=[CH:4][C:3]=1[CH3:10].[Br:11]N1C(=O)CCC1=O.C(OOC(=O)C1C=CC=CC=1)(=O)C1C=CC=CC=1. Product: [Br:1][C:2]1[CH:7]=[C:6]([F:8])[C:5]([Cl:9])=[CH:4][C:3]=1[CH2:10][Br:11]. The catalyst class is: 53. (5) Reactant: [NH2:1][C@@H:2]([CH2:7][N:8]([C:13]1[CH:18]=[CH:17][C:16]([O:19][C:20]2[CH:25]=[CH:24][C:23]([C:26]([F:29])([F:28])[F:27])=[CH:22][CH:21]=2)=[CH:15][CH:14]=1)[S:9]([CH3:12])(=[O:11])=[O:10])[C:3]([O:5][CH3:6])=[O:4].N1[C:35]([CH3:36])=[CH:34][CH:33]=[CH:32]C=1C.[Cl-].Cl.CC[O:42][CH2:43]C.[OH2:45]. Product: [O:45]1[CH2:32][CH2:33][CH:34]([C:43]([NH:1][C@@H:2]([CH2:7][N:8]([C:13]2[CH:14]=[CH:15][C:16]([O:19][C:20]3[CH:25]=[CH:24][C:23]([C:26]([F:29])([F:27])[F:28])=[CH:22][CH:21]=3)=[CH:17][CH:18]=2)[S:9]([CH3:12])(=[O:11])=[O:10])[C:3]([O:5][CH3:6])=[O:4])=[O:42])[CH2:35][CH2:36]1. The catalyst class is: 168.